From a dataset of Peptide-MHC class II binding affinity with 134,281 pairs from IEDB. Regression. Given a peptide amino acid sequence and an MHC pseudo amino acid sequence, predict their binding affinity value. This is MHC class II binding data. (1) The peptide sequence is QPEQPQQSFPEQERK. The MHC is HLA-DQA10201-DQB10201 with pseudo-sequence HLA-DQA10201-DQB10202. The binding affinity (normalized) is 0. (2) The MHC is HLA-DQA10101-DQB10501 with pseudo-sequence HLA-DQA10101-DQB10501. The peptide sequence is TLWQRPLVTIKIGGQLREAL. The binding affinity (normalized) is 0.0762. (3) The peptide sequence is DSEEPLQGPFNFRFL. The MHC is DRB3_0202 with pseudo-sequence DRB3_0202. The binding affinity (normalized) is 0.157. (4) The peptide sequence is DRWLDLRYVGPASAD. The MHC is DRB1_0301 with pseudo-sequence DRB1_0301. The binding affinity (normalized) is 0.0447. (5) The peptide sequence is EKWYFAATQFEPLAA. The MHC is HLA-DPA10103-DPB10401 with pseudo-sequence HLA-DPA10103-DPB10401. The binding affinity (normalized) is 1.00. (6) The peptide sequence is GQNYTYKWETFLTRE. The MHC is HLA-DQA10301-DQB10302 with pseudo-sequence HLA-DQA10301-DQB10302. The binding affinity (normalized) is 0.293. (7) The peptide sequence is EPFLKTTPRPLRLPD. The MHC is DRB1_0405 with pseudo-sequence DRB1_0405. The binding affinity (normalized) is 0. (8) The peptide sequence is LFFNHHKVMLLGHDD. The MHC is HLA-DPA10201-DPB10101 with pseudo-sequence HLA-DPA10201-DPB10101. The binding affinity (normalized) is 0.514. (9) The peptide sequence is VMRYTIDKEFEKICR. The MHC is DRB1_0701 with pseudo-sequence DRB1_0701. The binding affinity (normalized) is 0.567.